This data is from Forward reaction prediction with 1.9M reactions from USPTO patents (1976-2016). The task is: Predict the product of the given reaction. (1) Given the reactants [CH2:1]([O:3][C:4]1[C:13]([NH:14][C:15](=[O:23])OC2C=CC=CC=2)=[N:12][C:11]2[C:6](=[CH:7][CH:8]=[CH:9][CH:10]=2)[N:5]=1)[CH3:2].[Br:24][C:25]1[CH:26]=[C:27]([N:31]2[CH2:36][CH2:35][NH:34][CH2:33][CH2:32]2)[CH:28]=[CH:29][CH:30]=1, predict the reaction product. The product is: [CH2:1]([O:3][C:4]1[C:13]([NH:14][C:15]([N:34]2[CH2:33][CH2:32][N:31]([C:27]3[CH:28]=[CH:29][CH:30]=[C:25]([Br:24])[CH:26]=3)[CH2:36][CH2:35]2)=[O:23])=[N:12][C:11]2[C:6](=[CH:7][CH:8]=[CH:9][CH:10]=2)[N:5]=1)[CH3:2]. (2) Given the reactants [C:1]1(=O)O[C:4](=O)[CH:3]=[CH:2]1.C1CC=CC=1.[CH2:13]1[CH:17]2C(C(O)=O)[CH:19](C(O)=O)[CH:14]1[CH:15]=[CH:16]2, predict the reaction product. The product is: [CH2:1]1[CH:19]2[C@@H:14]3[CH:13]=[CH:17][C@H:16]([CH:4]2[CH:3]=[CH:2]1)[CH2:15]3. (3) The product is: [CH2:24]([N:23]([CH2:26][CH3:27])[S:20]([C:16]1[CH:17]=[CH:18][CH:19]=[C:14]([N:9]2[CH:10]=[CH:11][C:12](=[O:13])[C:7]([C:5]3[N:39]([C:34]4[CH:35]=[CH:36][CH:37]=[C:38]5[C:33]=4[CH:32]=[CH:31][N:30]=[CH:29]5)[N:40]=[CH:3][CH:4]=3)=[N:8]2)[CH:15]=1)(=[O:22])=[O:21])[CH3:25]. Given the reactants CN(C)/[CH:3]=[CH:4]/[C:5]([C:7]1[C:12](=[O:13])[CH:11]=[CH:10][N:9]([C:14]2[CH:15]=[C:16]([S:20]([N:23]([CH2:26][CH3:27])[CH2:24][CH3:25])(=[O:22])=[O:21])[CH:17]=[CH:18][CH:19]=2)[N:8]=1)=O.[CH:29]1[C:38]2[C:33](=[C:34]([NH:39][NH2:40])[CH:35]=[CH:36][CH:37]=2)[CH:32]=[CH:31][N:30]=1, predict the reaction product. (4) Given the reactants [CH:1]1([C@H:5]([NH:7][C:8]2[N:16]=[C:15]([C:17]([NH:19][NH2:20])=[O:18])[N:14]=[C:13]3[C:9]=2[N:10]([CH2:21][C@H:22]2[CH2:27][CH2:26][C@H:25]([CH3:28])[CH2:24][CH2:23]2)[CH:11]=[N:12]3)[CH3:6])[CH2:4][CH2:3][CH2:2]1.[C:29](N1C=CN=C1)(N1C=CN=C1)=[O:30].C1CCN2C(=NCCC2)CC1, predict the reaction product. The product is: [CH:1]1([C@H:5]([NH:7][C:8]2[N:16]=[C:15]([C:17]3[O:18][C:29](=[O:30])[NH:20][N:19]=3)[N:14]=[C:13]3[C:9]=2[N:10]([CH2:21][C@H:22]2[CH2:27][CH2:26][C@H:25]([CH3:28])[CH2:24][CH2:23]2)[CH:11]=[N:12]3)[CH3:6])[CH2:4][CH2:3][CH2:2]1. (5) Given the reactants [F:1][C:2]([C:5]1[CH:6]=[C:7]([NH:11][C:12](=[O:14])[O-])[CH:8]=[CH:9][CH:10]=1)([F:4])[CH3:3].FC(C1C=C(NC(=O)OC2C=CC=CC=2)C=CC=1)(F)C.ClC1N=C(NC([N:45]2[CH2:50][CH2:49][N:48]3[N:51]=[CH:52][C:53]([C:54]4[CH:59]=[CH:58][C:57]([F:60])=[CH:56][CH:55]=4)=[C:47]3[CH2:46]2)=O)C=CC=1F, predict the reaction product. The product is: [F:4][C:2]([C:5]1[CH:6]=[C:7]([NH:11][C:12]([N:45]2[CH2:50][CH2:49][N:48]3[N:51]=[CH:52][C:53]([C:54]4[CH:55]=[CH:56][C:57]([F:60])=[CH:58][CH:59]=4)=[C:47]3[CH2:46]2)=[O:14])[CH:8]=[CH:9][CH:10]=1)([F:1])[CH3:3]. (6) Given the reactants [ClH:1].[NH:2]1[CH2:7][CH2:6][CH:5]([O:8][C:9]2[CH:10]=[C:11]3[C:16](=[CH:17][CH:18]=2)[CH:15]=[N:14][CH:13]=[CH:12]3)[CH2:4][CH2:3]1.C(O[C:22]1(O[Si](C)(C)C)[CH2:24][CH2:23]1)C.C([BH3-])#N.[Na+].[OH-].[Na+], predict the reaction product. The product is: [ClH:1].[CH:22]1([N:2]2[CH2:7][CH2:6][CH:5]([O:8][C:9]3[CH:10]=[C:11]4[C:16](=[CH:17][CH:18]=3)[CH:15]=[N:14][CH:13]=[CH:12]4)[CH2:4][CH2:3]2)[CH2:24][CH2:23]1. (7) The product is: [CH2:1]=[CH:2][CH2:3][NH3+:4].[CH2:5]1[O:7][CH:6]1[CH2:8][Cl:9].[C:11]([O-:14])([OH:13])=[O:12]. Given the reactants [CH2:1]=[CH:2][CH2:3][NH2:4].[CH2:5]1[O:7][CH:6]1[CH2:8][Cl:9].Cl.[C:11](=[O:14])([O-:13])[O-:12].[Na+].[Na+], predict the reaction product. (8) Given the reactants [CH3:1][C:2]1[CH:21]=[CH:20][C:5]([CH2:6][CH:7]2[CH2:12][CH2:11][N:10](C(OC(C)(C)C)=O)[CH2:9][CH2:8]2)=[CH:4][CH:3]=1, predict the reaction product. The product is: [CH3:1][C:2]1[CH:3]=[CH:4][C:5]([CH2:6][CH:7]2[CH2:12][CH2:11][NH:10][CH2:9][CH2:8]2)=[CH:20][CH:21]=1. (9) Given the reactants [NH2:1][C:2]1[S:3][CH:4]=[C:5]([C:7](=[N:37][O:38][C:39]([C:42]([OH:44])=[O:43])(C)C)[C:8]([NH:10][CH:11]2[C:35](=[O:36])[N:13]3[C:14]([C:32]([OH:34])=[O:33])=[C:15]([CH:18]=[CH:19][C:20]4[CH:25]=[CH:24][C:23]([N+:26]([O-:28])=[O:27])=[CH:22][C:21]=4[N+]([O-])=O)[CH2:16][S:17][C@H:12]23)=[O:9])[N:6]=1.NC1SC=C(C(=NOCC(O)=O)C(NC2C(=O)N3C(C(O)=O)=C(C=CC4C=CC([N+]([O-])=O)=CC=4[N+]([O-])=O)CS[C@H]23)=O)N=1, predict the reaction product. The product is: [NH2:1][C:2]1[S:3][CH:4]=[C:5]([C:7](=[N:37][O:38][CH2:39][C:42]([OH:44])=[O:43])[C:8]([NH:10][CH:11]2[C:35](=[O:36])[N:13]3[C:14]([C:32]([OH:34])=[O:33])=[C:15]([CH:18]=[CH:19][C:20]4[CH:21]=[CH:22][C:23]([N+:26]([O-:28])=[O:27])=[CH:24][CH:25]=4)[CH2:16][S:17][C@H:12]23)=[O:9])[N:6]=1.